From a dataset of Forward reaction prediction with 1.9M reactions from USPTO patents (1976-2016). Predict the product of the given reaction. (1) Given the reactants [CH3:1][O:2][C:3](=[O:13])[C:4]1[CH:9]=[C:8]([OH:10])[C:7]([OH:11])=[C:6]([OH:12])[CH:5]=1.[CH3:14]OS(OC)(=O)=O.[OH-].[Na+].OS(O)(=O)=O, predict the reaction product. The product is: [OH:12][C:6]1[CH:5]=[C:4]([CH:9]=[C:8]([O:10][CH3:14])[C:7]=1[OH:11])[C:3]([O:2][CH3:1])=[O:13]. (2) Given the reactants [CH2:1]([C:4]1[C:8]2[CH:9]=[C:10]([C:13]([OH:15])=O)[CH:11]=[CH:12][C:7]=2[O:6][N:5]=1)[CH2:2][CH3:3].CN(C(ON1N=NC2C=CC=NC1=2)=[N+](C)C)C.F[P-](F)(F)(F)(F)F.C(N(CC)C(C)C)(C)C.[NH2:49][C@@H:50]([CH2:64][C:65]1[CH:70]=[C:69]([F:71])[CH:68]=[C:67]([F:72])[CH:66]=1)[C@H:51]([OH:63])[CH2:52][NH:53][CH2:54][C:55]1[CH:60]=[CH:59][CH:58]=[C:57]([CH2:61][CH3:62])[CH:56]=1, predict the reaction product. The product is: [F:71][C:69]1[CH:70]=[C:65]([CH:66]=[C:67]([F:72])[CH:68]=1)[CH2:64][C@H:50]([NH:49][C:13]([C:10]1[CH:11]=[CH:12][C:7]2[O:6][N:5]=[C:4]([CH2:1][CH2:2][CH3:3])[C:8]=2[CH:9]=1)=[O:15])[C@H:51]([OH:63])[CH2:52][NH:53][CH2:54][C:55]1[CH:60]=[CH:59][CH:58]=[C:57]([CH2:61][CH3:62])[CH:56]=1.